From a dataset of Full USPTO retrosynthesis dataset with 1.9M reactions from patents (1976-2016). Predict the reactants needed to synthesize the given product. The reactants are: [C:1]([O:5][C:6]([NH:8][CH2:9][C:10]([OH:12])=O)=[O:7])([CH3:4])([CH3:3])[CH3:2].C(N(CC)CC)C.C(OC(Cl)=O)C(C)C.O[NH:29][C:30](=[NH:37])[C:31]1[CH:36]=[CH:35][N:34]=[CH:33][CH:32]=1. Given the product [C:1]([O:5][C:6](=[O:7])[NH:8][CH2:9][C:10]1[O:12][N:37]=[C:30]([C:31]2[CH:36]=[CH:35][N:34]=[CH:33][CH:32]=2)[N:29]=1)([CH3:2])([CH3:3])[CH3:4], predict the reactants needed to synthesize it.